Dataset: Reaction yield outcomes from USPTO patents with 853,638 reactions. Task: Predict the reaction yield, written as a fraction of the theoretical maximum amount of product (1.0 means a 100% yield; for example, 0.34 means a 34% yield). (1) The reactants are [Cl:1][C:2]1[CH:7]=[CH:6][CH:5]=[C:4]([Cl:8])[C:3]=1[C:9]1[C:13]([CH2:14][O:15][C:16]2[CH:21]=[CH:20][C:19]([C:22]3[CH:31]=[C:30]4[C:25]([CH:26]=[CH:27][CH:28]=[C:29]4[C:32]([O:34]C)=[O:33])=[CH:24][CH:23]=3)=[CH:18][CH:17]=2)=[C:12]([CH:36]([CH3:38])[CH3:37])[O:11][N:10]=1.CO.[OH-].[Na+]. The catalyst is C1COCC1. The product is [Cl:8][C:4]1[CH:5]=[CH:6][CH:7]=[C:2]([Cl:1])[C:3]=1[C:9]1[C:13]([CH2:14][O:15][C:16]2[CH:21]=[CH:20][C:19]([C:22]3[CH:31]=[C:30]4[C:25]([CH:26]=[CH:27][CH:28]=[C:29]4[C:32]([OH:34])=[O:33])=[CH:24][CH:23]=3)=[CH:18][CH:17]=2)=[C:12]([CH:36]([CH3:38])[CH3:37])[O:11][N:10]=1. The yield is 0.770. (2) The reactants are C(=O)([O-])[O-].[K+].[K+].[Si:7]([O:14][CH2:15][C@H:16]([OH:24])[CH2:17][C:18]#[C:19][Si](C)(C)C)([C:10]([CH3:13])([CH3:12])[CH3:11])([CH3:9])[CH3:8]. The catalyst is CO. The product is [Si:7]([O:14][CH2:15][C@H:16]([OH:24])[CH2:17][C:18]#[CH:19])([C:10]([CH3:13])([CH3:12])[CH3:11])([CH3:9])[CH3:8]. The yield is 0.800. (3) The reactants are C(=O)([O-])[O-].[K+].[K+].CI.[CH3:9][N:10]([CH:12]=[O:13])[CH3:11].O=C1NC=[C:18]([CH2:21][C:22]2[S:23][C:24]3[C:30]([C:31]4[CH:32]=[C:33]([CH:39]=[CH:40][CH:41]=4)[C:34]([O:36][CH2:37][CH3:38])=[O:35])=[CH:29][CH:28]=[CH:27][C:25]=3[CH:26]=2)[CH:17]=[CH:16]1. The catalyst is O. The product is [CH3:9][N:10]1[C:12](=[O:13])[CH:16]=[CH:17][C:18]([CH2:21][C:22]2[S:23][C:24]3[C:30]([C:31]4[CH:32]=[C:33]([CH:39]=[CH:40][CH:41]=4)[C:34]([O:36][CH2:37][CH3:38])=[O:35])=[CH:29][CH:28]=[CH:27][C:25]=3[CH:26]=2)=[CH:11]1. The yield is 0.740. (4) The yield is 0.600. The catalyst is O1CCCC1.CO.[Pd]. The reactants are [F:1][C:2]1[CH:3]=[C:4]([C:9]#[C:10][C:11]2[CH:12]=[C:13]3[C:19]([NH:20][C:21](=[O:42])[C:22]4[CH:27]=[CH:26][C:25]([N:28]5[CH2:33][CH2:32][N:31]([CH3:34])[CH2:30][CH2:29]5)=[CH:24][C:23]=4[NH:35][CH:36]4[CH2:41][CH2:40][O:39][CH2:38][CH2:37]4)=[N:18][NH:17][C:14]3=[N:15][CH:16]=2)[CH:5]=[C:6]([F:8])[CH:7]=1. The product is [F:1][C:2]1[CH:3]=[C:4]([CH:5]=[C:6]([F:8])[CH:7]=1)[CH2:9][CH2:10][C:11]1[CH:12]=[C:13]2[C:19]([NH:20][C:21](=[O:42])[C:22]3[CH:27]=[CH:26][C:25]([N:28]4[CH2:33][CH2:32][N:31]([CH3:34])[CH2:30][CH2:29]4)=[CH:24][C:23]=3[NH:35][CH:36]3[CH2:37][CH2:38][O:39][CH2:40][CH2:41]3)=[N:18][NH:17][C:14]2=[N:15][CH:16]=1. (5) The reactants are Cl[C:2]1[N:7]=[C:6]([C:8]2[CH:22]=[CH:21][CH:20]=[CH:19][C:9]=2[C:10]([N:12](C(C)C)C(C)C)=[O:11])[C:5]([N+]([O-])=O)=[CH:4][CH:3]=1.[CH3:26][N:27]1[CH2:32][CH2:31][NH:30][CH2:29][CH2:28]1.C(N(CC)C(C)C)(C)C.C([N-]C(C)C)(C)C.[Li+]. The catalyst is O.C(OCC)(=O)C.O1CCCC1. The product is [CH3:26][N:27]1[CH2:32][CH2:31][N:30]([C:2]2[N:7]=[C:6]3[C:5](=[CH:4][CH:3]=2)[NH:12][C:10](=[O:11])[C:9]2[CH:19]=[CH:20][CH:21]=[CH:22][C:8]3=2)[CH2:29][CH2:28]1. The yield is 0.520. (6) The reactants are [Br:1][C:2]1[CH:3]=[C:4]([C:9]([C:13]2[CH:18]=[CH:17][C:16](OC)=[CH:15][CH:14]=2)=[CH:10]OC)[C:5]([NH2:8])=[N:6][CH:7]=1.Cl(O)(=O)(=O)=O.[O:26]1CCOC[CH2:27]1. No catalyst specified. The product is [Br:1][C:2]1[CH:3]=[C:4]2[C:9]([C:13]3[CH:14]=[CH:15][CH:16]=[CH:17][C:18]=3[O:26][CH3:27])=[CH:10][NH:8][C:5]2=[N:6][CH:7]=1. The yield is 0.820. (7) The reactants are Br[CH2:2][CH2:3][CH2:4][N:5]1[C:9]2[CH:10]=[CH:11][C:12]([CH:14]=[O:15])=[CH:13][C:8]=2[N:7]=[N:6]1.[OH:16][C:17]([C:34]1[S:35][CH:36]=[CH:37][CH:38]=1)([C:29]1[S:30][CH:31]=[CH:32][CH:33]=1)[C:18]([O:20][C@H:21]1[CH2:26][CH2:25][C@H:24]([NH:27][CH3:28])[CH2:23][CH2:22]1)=[O:19].C(N(C(C)C)CC)(C)C. The catalyst is C(#N)C. The product is [OH:16][C:17]([C:29]1[S:30][CH:31]=[CH:32][CH:33]=1)([C:34]1[S:35][CH:36]=[CH:37][CH:38]=1)[C:18]([O:20][C@H:21]1[CH2:22][CH2:23][C@H:24]([N:27]([CH2:2][CH2:3][CH2:4][N:5]2[C:9]3[CH:10]=[CH:11][C:12]([CH:14]=[O:15])=[CH:13][C:8]=3[N:7]=[N:6]2)[CH3:28])[CH2:25][CH2:26]1)=[O:19]. The yield is 0.510. (8) The reactants are [C:1]([C:3]1[CH:4]=[CH:5][C:6]([O:26][CH3:27])=[C:7]([C:9]2[C:13]([NH:14][C:15]([C:17]3[CH:18]=[N:19][N:20]4[CH:25]=[CH:24][CH:23]=[N:22][C:21]=34)=[O:16])=[CH:12][NH:11][N:10]=2)[CH:8]=1)#[N:2].Cl.Cl[CH2:30][C:31]1[N:35]=[CH:34][N:33]([CH3:36])[N:32]=1.C([O-])([O-])=O.[Cs+].[Cs+]. The catalyst is CN(C=O)C. The product is [C:1]([C:3]1[CH:4]=[CH:5][C:6]([O:26][CH3:27])=[C:7]([C:9]2[C:13]([NH:14][C:15]([C:17]3[CH:18]=[N:19][N:20]4[CH:25]=[CH:24][CH:23]=[N:22][C:21]=34)=[O:16])=[CH:12][N:11]([CH2:30][C:31]3[N:35]=[CH:34][N:33]([CH3:36])[N:32]=3)[N:10]=2)[CH:8]=1)#[N:2]. The yield is 0.230. (9) The reactants are CC([NH:6][S:7]([C:10]1[CH:15]=[CH:14][C:13]([C:16]2[CH:21]=[CH:20][C:19]([C:22]([F:25])([F:24])[F:23])=[CH:18][CH:17]=2)=[CH:12][CH:11]=1)(=[O:9])=[O:8])(C#C)C.N([Si](C)(C)C)=[N+]=[N-].CCOC(C)=O. The catalyst is CN(C=O)C.CO.[Cu]I. The product is [F:25][C:22]([F:23])([F:24])[C:19]1[CH:18]=[CH:17][C:16]([C:13]2[CH:12]=[CH:11][C:10]([S:7]([NH2:6])(=[O:8])=[O:9])=[CH:15][CH:14]=2)=[CH:21][CH:20]=1. The yield is 0.880.